Predict the reactants needed to synthesize the given product. From a dataset of Full USPTO retrosynthesis dataset with 1.9M reactions from patents (1976-2016). (1) Given the product [Cl:4][C:5]1[CH:6]=[C:7]([N:11]([O:25][CH:26]2[CH2:31][CH2:30][CH2:29][CH2:28][O:27]2)[C:12]([C:14]2[O:15][C:16]3[C:23]([NH:24][C:32](=[O:34])[CH3:33])=[CH:22][CH:21]=[CH:20][C:17]=3[CH:18]=2)=[NH:13])[CH:8]=[CH:9][CH:10]=1, predict the reactants needed to synthesize it. The reactants are: ClCCl.[Cl:4][C:5]1[CH:6]=[C:7]([N:11]([O:25][CH:26]2[CH2:31][CH2:30][CH2:29][CH2:28][O:27]2)[C:12]([C:14]2[O:15][C:16]3[C:23]([NH2:24])=[CH:22][CH:21]=[CH:20][C:17]=3[C:18]=2O)=[NH:13])[CH:8]=[CH:9][CH:10]=1.[C:32](OC(=O)C)(=[O:34])[CH3:33]. (2) Given the product [CH2:1]([O:8][CH2:9][CH2:10][CH2:11][O:12][C:13]1[CH:14]=[N:15][C:16]([CH:19]2[CH2:24][CH2:23][N:22]([C:25]([O:27][C:28]([CH3:29])([CH3:31])[CH3:30])=[O:26])[CH2:21][CH:20]2[O:32][CH2:34][C:35]2[CH:44]=[CH:43][C:42]3[C:37](=[CH:38][CH:39]=[CH:40][CH:41]=3)[CH:36]=2)=[N:17][CH:18]=1)[C:2]1[CH:7]=[CH:6][CH:5]=[CH:4][CH:3]=1, predict the reactants needed to synthesize it. The reactants are: [CH2:1]([O:8][CH2:9][CH2:10][CH2:11][O:12][C:13]1[CH:14]=[N:15][C:16]([CH:19]2[CH2:24][CH2:23][N:22]([C:25]([O:27][C:28]([CH3:31])([CH3:30])[CH3:29])=[O:26])[CH2:21][CH:20]2[OH:32])=[N:17][CH:18]=1)[C:2]1[CH:7]=[CH:6][CH:5]=[CH:4][CH:3]=1.Br[CH2:34][C:35]1[CH:44]=[CH:43][C:42]2[C:37](=[CH:38][CH:39]=[CH:40][CH:41]=2)[CH:36]=1.[H-].[Na+]. (3) Given the product [C:1]([C:4]1[C:22](=[O:23])[C@@:8]2([CH3:24])[C:9]3[C:15]([OH:16])=[CH:14][C:13]([O:17][CH3:18])=[C:12]([C:19]([NH:21][CH2:37][C:30]4[C:31]5[C:36](=[CH:35][CH:34]=[CH:33][CH:32]=5)[C:27]([F:26])=[CH:28][CH:29]=4)=[O:20])[C:10]=3[O:11][C:7]2=[CH:6][C:5]=1[OH:25])(=[O:3])[CH3:2], predict the reactants needed to synthesize it. The reactants are: [C:1]([C:4]1[C:22](=[O:23])[C@@:8]2([CH3:24])[C:9]3[C:15]([OH:16])=[CH:14][C:13]([O:17][CH3:18])=[C:12]([C:19]([NH2:21])=[O:20])[C:10]=3[O:11][C:7]2=[CH:6][C:5]=1[OH:25])(=[O:3])[CH3:2].[F:26][C:27]1[C:36]2[C:31](=[CH:32][CH:33]=[CH:34][CH:35]=2)[C:30]([CH:37]=O)=[CH:29][CH:28]=1.C([SiH](CC)CC)C.FC(F)(F)C(O)=O.